From a dataset of Forward reaction prediction with 1.9M reactions from USPTO patents (1976-2016). Predict the product of the given reaction. (1) Given the reactants [C:1]1([S:7]([N:10]2[C:14]3=[N:15][CH:16]=[C:17]([N+:30]([O-])=O)[C:18]([NH:19][C@H:20]4[CH2:25][CH2:24][C@H:23]([O:26][CH2:27][C:28]#[N:29])[CH2:22][CH2:21]4)=[C:13]3[CH:12]=[CH:11]2)(=[O:9])=[O:8])[CH:6]=[CH:5][CH:4]=[CH:3][CH:2]=1.[Cl-].[NH4+], predict the reaction product. The product is: [NH2:30][C:17]1[C:18]([NH:19][C@H:20]2[CH2:21][CH2:22][C@H:23]([O:26][CH2:27][C:28]#[N:29])[CH2:24][CH2:25]2)=[C:13]2[CH:12]=[CH:11][N:10]([S:7]([C:1]3[CH:2]=[CH:3][CH:4]=[CH:5][CH:6]=3)(=[O:9])=[O:8])[C:14]2=[N:15][CH:16]=1. (2) Given the reactants [Cl:1][C:2]1[CH:7]=[CH:6][C:5]([C:8]([C:25]2[O:29][N:28]=[C:27]([C:30]([NH2:32])=O)[N:26]=2)([N:11]2[C:19]3[C:14](=[C:15]([NH:20][S:21]([CH3:24])(=[O:23])=[O:22])[CH:16]=[CH:17][CH:18]=3)[CH:13]=[N:12]2)[CH2:9][CH3:10])=[CH:4][CH:3]=1.O=P(Cl)(Cl)Cl, predict the reaction product. The product is: [Cl:1][C:2]1[CH:3]=[CH:4][C:5]([C:8]([N:11]2[C:19]3[C:14](=[C:15]([NH:20][S:21]([CH3:24])(=[O:23])=[O:22])[CH:16]=[CH:17][CH:18]=3)[CH:13]=[N:12]2)([C:25]2[O:29][N:28]=[C:27]([C:30]#[N:32])[N:26]=2)[CH2:9][CH3:10])=[CH:6][CH:7]=1. (3) Given the reactants [CH3:1][C:2]1[CH2:7][CH2:6][CH2:5][C:4]([CH3:9])([CH3:8])[C:3]=1/[CH:10]=[CH:11]/[C:12](/[CH3:22])=[CH:13]/[CH:14]=[CH:15]/[C:16](/[CH3:21])=[CH:17]/[C:18]([OH:20])=O.C(N(S(F)(F)F)CC)C.[C:32]([O:51][CH2:52][C@H:53]([CH2:74][O:75][P:76]([O:79][CH2:80][CH2:81][NH2:82])([OH:78])=[O:77])[O:54][C:55](=[O:73])[CH2:56][CH2:57][CH2:58][CH2:59][CH2:60][CH2:61][CH2:62]/[CH:63]=[CH:64]\[CH2:65][CH2:66][CH2:67][CH2:68][CH2:69][CH2:70][CH2:71][CH3:72])(=[O:50])[CH2:33][CH2:34][CH2:35][CH2:36][CH2:37][CH2:38][CH2:39]/[CH:40]=[CH:41]\[CH2:42][CH2:43][CH2:44][CH2:45][CH2:46][CH2:47][CH2:48][CH3:49], predict the reaction product. The product is: [C:32]([O:51][CH2:52][C@@H:53]([O:54][C:55](=[O:73])[CH2:56][CH2:57][CH2:58][CH2:59][CH2:60][CH2:61][CH2:62]/[CH:63]=[CH:64]\[CH2:65][CH2:66][CH2:67][CH2:68][CH2:69][CH2:70][CH2:71][CH3:72])[CH2:74][O:75][P:76]([O:79][CH2:80][CH2:81][NH:82][C:18](=[O:20])/[CH:17]=[C:16](\[CH3:21])/[CH:15]=[CH:14]/[CH:13]=[C:12](\[CH3:22])/[CH:11]=[CH:10]/[C:3]1[C:4]([CH3:8])([CH3:9])[CH2:5][CH2:6][CH2:7][C:2]=1[CH3:1])([OH:78])=[O:77])(=[O:50])[CH2:33][CH2:34][CH2:35][CH2:36][CH2:37][CH2:38][CH2:39]/[CH:40]=[CH:41]\[CH2:42][CH2:43][CH2:44][CH2:45][CH2:46][CH2:47][CH2:48][CH3:49]. (4) Given the reactants [CH3:1][O:2][C:3]1[CH:8]=[CH:7][C:6]([CH:9]2[CH2:14][CH2:13][O:12][CH2:11][CH2:10]2)=[CH:5][C:4]=1[NH:15][C:16]([C:18]1[NH:19][CH:20]=[CH:21][N:22]=1)=O.COC1C=CC(P2(SP(C3C=CC(OC)=CC=3)(=S)S2)=[S:32])=CC=1.O, predict the reaction product. The product is: [CH3:1][O:2][C:3]1[CH:8]=[CH:7][C:6]([CH:9]2[CH2:14][CH2:13][O:12][CH2:11][CH2:10]2)=[CH:5][C:4]=1[NH:15][C:16]([C:18]1[NH:19][CH:20]=[CH:21][N:22]=1)=[S:32]. (5) Given the reactants [CH3:1][N:2]1[CH2:15][CH2:14][C:5]2[NH:6][C:7]3[CH:8]=[CH:9][C:10]([CH3:13])=[CH:11][C:12]=3[C:4]=2[CH2:3]1.[OH-].[K+].[CH3:18][C:19]1[S:20][C:21]([CH:24]=[CH2:25])=[CH:22][CH:23]=1, predict the reaction product. The product is: [CH3:1][N:2]1[CH:15]=[CH:14][C:5]2[N:6]([CH2:25][CH2:24][C:21]3[S:20][C:19]([CH3:18])=[CH:23][CH:22]=3)[C:7]3[CH:8]=[CH:9][C:10]([CH3:13])=[CH:11][C:12]=3[C:4]=2[CH2:3]1. (6) Given the reactants CN([CH:4]=[O:5])C.C(N(C1CCCCC1)[C@H](C(O)=O)C)(OCC1C2C(=CC=CC=2)C2C1=CC=CC=2)=[O:7].CC(C)N=C=NC(C)C.[CH:44]1[CH:45]=[CH:46][C:47]2[N:52]([OH:53])N=N[C:48]=2[CH:49]=1, predict the reaction product. The product is: [CH3:45][C:44]1[CH:49]=[CH:48][C:47]([N+:52]([O-:53])=[O:7])=[CH:46][C:4]=1[OH:5].